Dataset: Kir2.1 potassium channel HTS with 301,493 compounds. Task: Binary Classification. Given a drug SMILES string, predict its activity (active/inactive) in a high-throughput screening assay against a specified biological target. (1) The compound is o1c2c(n(C(C)C)c(c2)C(OCC(=O)NCc2cc3OCOc3cc2)=O)cc1. The result is 0 (inactive). (2) The compound is S(=O)(=O)(N1CCC(CC1)C(=O)NCC1OCCC1)C. The result is 0 (inactive). (3) The compound is S(CC(=O)NCCc1cc(OC)c(OC)cc1)CC(=O)Nc1ccccc1. The result is 0 (inactive).